From a dataset of Peptide-MHC class I binding affinity with 185,985 pairs from IEDB/IMGT. Regression. Given a peptide amino acid sequence and an MHC pseudo amino acid sequence, predict their binding affinity value. This is MHC class I binding data. (1) The peptide sequence is LEKARGSTY. The MHC is HLA-B40:02 with pseudo-sequence HLA-B40:02. The binding affinity (normalized) is 0. (2) The peptide sequence is LIDYNKAAL. The MHC is H-2-Db with pseudo-sequence H-2-Db. The binding affinity (normalized) is 0.0641. (3) The peptide sequence is SPYVKFIYF. The MHC is HLA-B08:01 with pseudo-sequence HLA-B08:01. The binding affinity (normalized) is 0.308.